This data is from Forward reaction prediction with 1.9M reactions from USPTO patents (1976-2016). The task is: Predict the product of the given reaction. (1) Given the reactants [C:12]([O:11][C:9](O[C:9]([O:11][C:12]([CH3:15])([CH3:14])[CH3:13])=[O:10])=[O:10])([CH3:15])([CH3:14])[CH3:13].[NH2:16][C@H:17]([C:20]([OH:22])=[O:21])[CH2:18][OH:19].[OH-].[Na+], predict the reaction product. The product is: [C:9]([NH:16][C@H:17]([C:20]([OH:22])=[O:21])[CH2:18][OH:19])([O:11][C:12]([CH3:13])([CH3:14])[CH3:15])=[O:10]. (2) Given the reactants [CH3:1][NH2:2].[Br:3][C:4]1[CH:5]=[C:6]([S:10](Cl)(=[O:12])=[O:11])[CH:7]=[N:8][CH:9]=1, predict the reaction product. The product is: [Br:3][C:4]1[CH:5]=[C:6]([S:10]([NH:2][CH3:1])(=[O:12])=[O:11])[CH:7]=[N:8][CH:9]=1. (3) Given the reactants [O:1]1[C:5]2([CH:10]([C:11]([O:13][CH2:14][CH3:15])=[O:12])[CH2:9][CH2:8][N:7]([C:16]([O:18][CH3:19])=[O:17])[CH2:6]2)[O:4][CH2:3][CH2:2]1.COC(OC)OC.C1(C)C=CC(S(O)(=O)=O)=CC=1, predict the reaction product. The product is: [CH3:2][O:1][C:5]1([O:4][CH3:3])[CH:10]([C:11]([O:13][CH2:14][CH3:15])=[O:12])[CH2:9][CH2:8][N:7]([C:16]([O:18][CH3:19])=[O:17])[CH2:6]1. (4) The product is: [CH2:3]([NH:7][C:8](=[O:31])[N:9]([C:11]1[CH:12]=[C:13]([C:17]2[CH:18]=[CH:19][C:20](/[CH:23]=[C:24](\[O:29][CH3:30])/[C:25]([OH:27])=[O:26])=[CH:21][CH:22]=2)[CH:14]=[CH:15][CH:16]=1)[CH3:10])[CH2:4][CH2:5][CH3:6]. Given the reactants [OH-].[Na+].[CH2:3]([NH:7][C:8](=[O:31])[N:9]([C:11]1[CH:12]=[C:13]([C:17]2[CH:22]=[CH:21][C:20](/[CH:23]=[C:24](\[O:29][CH3:30])/[C:25]([O:27]C)=[O:26])=[CH:19][CH:18]=2)[CH:14]=[CH:15][CH:16]=1)[CH3:10])[CH2:4][CH2:5][CH3:6].C(O)(=O)C, predict the reaction product. (5) Given the reactants [NH2:1][C:2]1[CH:7]=[CH:6][C:5]([CH3:8])=[CH:4][CH:3]=1.CCN(CC)CC.[Cl:16][C:17]1[CH:25]=[CH:24][C:20]([C:21](Cl)=[O:22])=[CH:19][C:18]=1[C:26]([F:29])([F:28])[F:27], predict the reaction product. The product is: [Cl:16][C:17]1[CH:25]=[CH:24][C:20]([C:21]([NH:1][C:2]2[CH:7]=[CH:6][C:5]([CH3:8])=[CH:4][CH:3]=2)=[O:22])=[CH:19][C:18]=1[C:26]([F:27])([F:28])[F:29]. (6) Given the reactants Cl[C:2]1[C:11]2[C:6](=[CH:7][C:8]([S:12]([O:15][C:16]3[C:21]([F:22])=[C:20]([F:23])[C:19]([F:24])=[C:18]([F:25])[C:17]=3[F:26])(=[O:14])=[O:13])=[CH:9][CH:10]=2)[CH:5]=[CH:4][N:3]=1.[Br:27][C:28]1[C:33]([F:34])=[CH:32][C:31](B(O)O)=[C:30]([O:38][CH3:39])[CH:29]=1, predict the reaction product. The product is: [Br:27][C:28]1[C:33]([F:34])=[CH:32][C:31]([C:2]2[C:11]3[C:6](=[CH:7][C:8]([S:12]([O:15][C:16]4[C:21]([F:22])=[C:20]([F:23])[C:19]([F:24])=[C:18]([F:25])[C:17]=4[F:26])(=[O:14])=[O:13])=[CH:9][CH:10]=3)[CH:5]=[CH:4][N:3]=2)=[C:30]([O:38][CH3:39])[CH:29]=1. (7) Given the reactants Br[C:2]1[CH:3]=[C:4]([CH2:9][OH:10])[CH:5]=[CH:6][C:7]=1[CH3:8].[B:11]1([B:11]2[O:15][C:14]([CH3:17])([CH3:16])[C:13]([CH3:19])([CH3:18])[O:12]2)[O:15][C:14]([CH3:17])([CH3:16])[C:13]([CH3:19])([CH3:18])[O:12]1.C([O-])(=O)C.[K+].C(Cl)Cl, predict the reaction product. The product is: [CH3:8][C:7]1[CH:6]=[CH:5][C:4]([CH2:9][OH:10])=[CH:3][C:2]=1[B:11]1[O:15][C:14]([CH3:17])([CH3:16])[C:13]([CH3:19])([CH3:18])[O:12]1.